From a dataset of Forward reaction prediction with 1.9M reactions from USPTO patents (1976-2016). Predict the product of the given reaction. Given the reactants C[O-].[Na+].[OH:4][C@H:5]1[CH2:9][CH2:8][N:7]([C:10]([O:12][C:13]([CH3:16])([CH3:15])[CH3:14])=[O:11])[CH2:6]1.[C:17](#[N:20])[CH:18]=[CH2:19], predict the reaction product. The product is: [C:17]([CH2:18][CH2:19][O:4][C@H:5]1[CH2:9][CH2:8][N:7]([C:10]([O:12][C:13]([CH3:16])([CH3:15])[CH3:14])=[O:11])[CH2:6]1)#[N:20].